Dataset: Caco-2 cell permeability data measuring drug intestinal absorption for ~900 compounds. Task: Regression/Classification. Given a drug SMILES string, predict its absorption, distribution, metabolism, or excretion properties. Task type varies by dataset: regression for continuous measurements (e.g., permeability, clearance, half-life) or binary classification for categorical outcomes (e.g., BBB penetration, CYP inhibition). For this dataset (caco2_wang), we predict Y. The compound is O=C(NC1(C(=O)N[C@H](Cc2ccccc2)C(=O)NCCCC(=O)N2CCC(N3CCOCC3)CC2)CCCC1)c1cc2ccccc2s1. The Y is -5.77 log Papp (cm/s).